This data is from Reaction yield outcomes from USPTO patents with 853,638 reactions. The task is: Predict the reaction yield, written as a fraction of the theoretical maximum amount of product (1.0 means a 100% yield; for example, 0.34 means a 34% yield). The reactants are [CH2:1]([N:8]([OH:23])[C:9]([C:11]1[CH:16]=[C:15]([C:17]2[CH2:22][CH2:21][CH2:20][CH2:19][CH:18]=2)[CH:14]=[CH:13][N:12]=1)=[O:10])[C:2]1[CH:7]=[CH:6][CH:5]=[CH:4][CH:3]=1.[H][H]. The catalyst is C(O)C.[Pd]. The product is [CH2:1]([N:8]([OH:23])[C:9]([C:11]1[CH:16]=[C:15]([CH:17]2[CH2:18][CH2:19][CH2:20][CH2:21][CH2:22]2)[CH:14]=[CH:13][N:12]=1)=[O:10])[C:2]1[CH:7]=[CH:6][CH:5]=[CH:4][CH:3]=1. The yield is 0.720.